This data is from Full USPTO retrosynthesis dataset with 1.9M reactions from patents (1976-2016). The task is: Predict the reactants needed to synthesize the given product. (1) Given the product [N:36]1([CH2:43][CH2:44][CH2:45][O:46][C:48]2[CH:53]=[CH:52][C:51]([CH2:54][C:55]([O:57][CH3:58])=[O:56])=[CH:50][CH:49]=2)[CH2:42][CH2:41][CH2:40][CH2:39][CH2:38][CH2:37]1, predict the reactants needed to synthesize it. The reactants are: N(C(OC(C)(C)C)=O)=NC(OC(C)(C)C)=O.C1(P(C2C=CC=CC=2)C2C=CC=CC=2)C=CC=CC=1.[N:36]1([CH2:43][CH2:44][CH2:45][OH:46])[CH2:42][CH2:41][CH2:40][CH2:39][CH2:38][CH2:37]1.O[C:48]1[CH:53]=[CH:52][C:51]([CH2:54][C:55]([O:57][CH3:58])=[O:56])=[CH:50][CH:49]=1. (2) Given the product [CH3:25][N:11]1[C:10]([CH:8]=[O:9])=[CH:14][N:13]=[C:12]1[S:15][CH2:16][CH2:17][CH2:18][N:19]1[CH2:24][CH2:23][CH2:22][CH2:21][CH2:20]1, predict the reactants needed to synthesize it. The reactants are: BrC1C=CC([C:8]([C:10]2[N:11]([CH3:25])[C:12]([S:15][CH2:16][CH2:17][CH2:18][N:19]3[CH2:24][CH2:23][CH2:22][CH2:21][CH2:20]3)=[N:13][CH:14]=2)=[O:9])=CC=1. (3) Given the product [Cl:30][C:31]1[CH:32]=[C:33]([CH:36]=[CH:37][CH:38]=1)[CH2:34][NH:1][C:2]1[CH:7]=[CH:6][C:5]([O:8][CH3:9])=[CH:4][C:3]=1[C:10]([C:12]1[CH:17]=[CH:16][C:15]([CH:18]([CH3:20])[CH3:19])=[CH:14][CH:13]=1)=[O:11], predict the reactants needed to synthesize it. The reactants are: [NH2:1][C:2]1[CH:7]=[CH:6][C:5]([O:8][CH3:9])=[CH:4][C:3]=1[C:10]([C:12]1[CH:17]=[CH:16][C:15]([CH:18]([CH3:20])[CH3:19])=[CH:14][CH:13]=1)=[O:11].C(N(CC)C(C)C)(C)C.[Cl:30][C:31]1[CH:32]=[C:33]([CH:36]=[CH:37][CH:38]=1)[CH2:34]Br. (4) Given the product [C:14]1([C:22]2[CH:23]=[CH:24][CH:25]=[CH:26][CH:27]=2)[CH:19]=[CH:18][CH:17]=[CH:16][C:15]=1[CH2:20][N:11]1[CH2:12][CH2:13][N:8]([C:4]2[CH:5]=[CH:6][CH:7]=[C:2]([F:1])[CH:3]=2)[CH2:9][CH2:10]1, predict the reactants needed to synthesize it. The reactants are: [F:1][C:2]1[CH:3]=[C:4]([N:8]2[CH2:13][CH2:12][NH:11][CH2:10][CH2:9]2)[CH:5]=[CH:6][CH:7]=1.[C:14]1([C:22]2[CH:27]=[CH:26][CH:25]=[CH:24][CH:23]=2)[C:15]([CH:20]=O)=[CH:16][CH:17]=[CH:18][CH:19]=1.[BH-](OC(C)=O)(OC(C)=O)OC(C)=O.[Na+].C1(C2C=CC=CC=2)C=CC=CC=1CN1CCN(C2C=CC=CC=2)CC1. (5) Given the product [CH:22]1([CH2:2][C:1]#[N:3])[CH:21]=[CH:20][CH:19]=[CH:18][CH:17]=[CH:23]1, predict the reactants needed to synthesize it. The reactants are: [C:1](#[N:3])[CH3:2].C(NC(C)C)(C)C.[Li].F[B-](F)(F)F.[CH+:17]1[CH:23]=[CH:22][CH:21]=[CH:20][CH:19]=[CH:18]1. (6) Given the product [N:1]1([C:2]2[CH:3]=[C:4]([C:12]3[CH:13]=[C:14]4[C:19](=[CH:20][CH:21]=3)[NH:18][C:17](=[O:22])[CH2:16][CH2:15]4)[CH:5]=[CH:6][C:7]=2[C:8]([F:9])([F:10])[F:11])[CH:25]=[CH:29][CH:28]=[CH:27]1, predict the reactants needed to synthesize it. The reactants are: [NH2:1][C:2]1[CH:3]=[C:4]([C:12]2[CH:13]=[C:14]3[C:19](=[CH:20][CH:21]=2)[NH:18][C:17](=[O:22])[CH2:16][CH2:15]3)[CH:5]=[CH:6][C:7]=1[C:8]([F:11])([F:10])[F:9].CO[C:25]1(OC)[CH2:29][CH2:28][CH2:27]O1.